This data is from Catalyst prediction with 721,799 reactions and 888 catalyst types from USPTO. The task is: Predict which catalyst facilitates the given reaction. (1) Reactant: [OH-].[Li+].[C:3]([O:7][C:8]([N:10]1[C:15]2[CH:16]=[C:17]([Cl:26])[C:18]([O:20][CH2:21][C:22]([O:24]C)=[O:23])=[CH:19][C:14]=2[O:13][CH:12]([C:27]([N:29]2[CH2:34][CH2:33][C:32]([C:43]#[N:44])([CH2:35][C:36]3[CH:41]=[CH:40][C:39]([F:42])=[CH:38][CH:37]=3)[CH2:31][CH2:30]2)=[O:28])[CH2:11]1)=[O:9])([CH3:6])([CH3:5])[CH3:4]. Product: [C:3]([O:7][C:8]([N:10]1[C:15]2[CH:16]=[C:17]([Cl:26])[C:18]([O:20][CH2:21][C:22]([OH:24])=[O:23])=[CH:19][C:14]=2[O:13][CH:12]([C:27]([N:29]2[CH2:34][CH2:33][C:32]([C:43]#[N:44])([CH2:35][C:36]3[CH:41]=[CH:40][C:39]([F:42])=[CH:38][CH:37]=3)[CH2:31][CH2:30]2)=[O:28])[CH2:11]1)=[O:9])([CH3:6])([CH3:4])[CH3:5]. The catalyst class is: 20. (2) Reactant: C([Li])CCC.CN(C[N:10]1[CH:14]=[CH:13][N:12]=[CH:11]1)C.[I:15][C:16]1[CH:23]=[CH:22][CH:21]=[CH:20][C:17]=1[CH:18]=[O:19].Cl. Product: [NH:10]1[CH:14]=[CH:13][N:12]=[C:11]1[CH:18]([C:17]1[CH:20]=[CH:21][CH:22]=[CH:23][C:16]=1[I:15])[OH:19]. The catalyst class is: 7. (3) Reactant: [F:1][C:2]1[C:11]([OH:12])=[CH:10][CH:9]=[C:8]2[C:3]=1[CH:4]=[CH:5][CH:6]=[C:7]2[C:13]([OH:15])=[O:14].C([O-])([O-])=O.[Cs+].[Cs+].Cl[C:23]1[C:32]2[C:27](=[CH:28][C:29]([O:35][CH2:36][CH2:37][CH2:38][N:39]3[CH2:44][CH2:43][O:42][CH2:41][CH2:40]3)=[C:30]([O:33][CH3:34])[CH:31]=2)[N:26]=[CH:25][CH:24]=1.Cl. Product: [F:1][C:2]1[C:11]([O:12][C:23]2[C:32]3[C:27](=[CH:28][C:29]([O:35][CH2:36][CH2:37][CH2:38][N:39]4[CH2:40][CH2:41][O:42][CH2:43][CH2:44]4)=[C:30]([O:33][CH3:34])[CH:31]=3)[N:26]=[CH:25][CH:24]=2)=[CH:10][CH:9]=[C:8]2[C:3]=1[CH:4]=[CH:5][CH:6]=[C:7]2[C:13]([OH:15])=[O:14]. The catalyst class is: 16. (4) Reactant: C(OC(=O)[N:7]([CH:19]1[CH2:24][CH2:23][N:22]([CH2:25][CH2:26][N:27]2[C:36]3[C:31](=[C:32]([Cl:37])[CH:33]=[CH:34][CH:35]=3)[CH:30]=[CH:29][C:28]2=[O:38])[CH2:21][CH2:20]1)[CH2:8][C:9]1[CH:18]=[CH:17][C:12]2[O:13][CH2:14][CH2:15][O:16][C:11]=2[CH:10]=1)(C)(C)C.Cl.O1CCOCC1. Product: [ClH:37].[Cl:37][C:32]1[CH:33]=[CH:34][CH:35]=[C:36]2[C:31]=1[CH:30]=[CH:29][C:28](=[O:38])[N:27]2[CH2:26][CH2:25][N:22]1[CH2:23][CH2:24][CH:19]([NH:7][CH2:8][C:9]2[CH:18]=[CH:17][C:12]3[O:13][CH2:14][CH2:15][O:16][C:11]=3[CH:10]=2)[CH2:20][CH2:21]1. The catalyst class is: 12. (5) Reactant: [Cl:1][C:2]1[CH:8]=[C:7]([O:9][C:10]2[C:19]3[C:14](=[CH:15][C:16]([O:22][CH3:23])=[C:17]([O:20][CH3:21])[CH:18]=3)[N:13]=[CH:12][CH:11]=2)[CH:6]=[CH:5][C:3]=1[NH2:4].C(N(CC)CC)C.Cl[C:32](Cl)([O:34]C(=O)OC(Cl)(Cl)Cl)Cl.[NH2:43][C:44]1[S:45][CH:46]=[C:47]([CH2:49][C:50]([O:52][CH2:53][CH3:54])=[O:51])[N:48]=1. Product: [Cl:1][C:2]1[CH:8]=[C:7]([O:9][C:10]2[C:19]3[C:14](=[CH:15][C:16]([O:22][CH3:23])=[C:17]([O:20][CH3:21])[CH:18]=3)[N:13]=[CH:12][CH:11]=2)[CH:6]=[CH:5][C:3]=1[NH:4][C:32]([NH:43][C:44]1[S:45][CH:46]=[C:47]([CH2:49][C:50]([O:52][CH2:53][CH3:54])=[O:51])[N:48]=1)=[O:34]. The catalyst class is: 146.